From a dataset of Full USPTO retrosynthesis dataset with 1.9M reactions from patents (1976-2016). Predict the reactants needed to synthesize the given product. (1) Given the product [Br-:1].[C:7]([NH:9][CH2:10][CH2:11][N+:12]12[CH2:19][CH2:18][CH:15]([CH2:16][CH2:17]1)[C@@H:14]([O:20][C:21](=[O:36])[C:22]([OH:35])([C:23]1[CH:24]=[CH:25][CH:26]=[CH:27][CH:28]=1)[C:29]1[CH:30]=[CH:31][CH:32]=[CH:33][CH:34]=1)[CH2:13]2)(=[O:8])[C:23]1[CH:28]=[CH:27][CH:26]=[CH:25][CH:24]=1, predict the reactants needed to synthesize it. The reactants are: [Br-:1].C(O[C:7]([NH:9][CH2:10][CH2:11][N+:12]12[CH2:19][CH2:18][CH:15]([CH2:16][CH2:17]1)[C@@H:14]([O:20][C:21](=[O:36])[C:22]([OH:35])([C:29]1[CH:34]=[CH:33][CH:32]=[CH:31][CH:30]=1)[C:23]1[CH:28]=[CH:27][CH:26]=[CH:25][CH:24]=1)[CH2:13]2)=[O:8])(C)(C)C.Br. (2) Given the product [C@@H:24]12[CH2:35][CH2:34][C@@H:27]([CH2:28][C@H:29]1[C:30]([O:32][CH3:33])=[O:31])[CH2:26][N:25]2[C:16]([O:18][C:19]([CH3:20])([CH3:21])[CH3:22])=[O:17], predict the reactants needed to synthesize it. The reactants are: C(N(CC)CC)C.[C:16](O[C:16]([O:18][C:19]([CH3:22])([CH3:21])[CH3:20])=[O:17])([O:18][C:19]([CH3:22])([CH3:21])[CH3:20])=[O:17].I.[CH:24]12[CH2:35][CH2:34][CH:27]([CH2:28][CH:29]1[C:30]([O:32][CH3:33])=[O:31])[CH2:26][NH:25]2. (3) Given the product [CH2:1]([N:8]1[CH2:13][CH2:12][CH:11]([NH:15][C:16]2[CH:17]=[C:18]3[C:22](=[CH:23][CH:24]=2)[NH:21][N:20]=[CH:19]3)[CH2:10][CH2:9]1)[C:2]1[CH:7]=[CH:6][CH:5]=[CH:4][CH:3]=1, predict the reactants needed to synthesize it. The reactants are: [CH2:1]([N:8]1[CH2:13][CH2:12][C:11](=O)[CH2:10][CH2:9]1)[C:2]1[CH:7]=[CH:6][CH:5]=[CH:4][CH:3]=1.[NH2:15][C:16]1[CH:17]=[C:18]2[C:22](=[CH:23][CH:24]=1)[NH:21][N:20]=[CH:19]2.C(O)(=O)C.C(=O)([O-])O.[Na+]. (4) Given the product [Cl:3][C:4]1[CH:5]=[CH:6][C:7]([C@@H:10]([N:12]2[C:24]3[C@@H:23]([CH2:25][C:26]([OH:28])=[O:27])[CH2:22][CH2:21][CH2:20][C:19]=3[C:18]3[C:13]2=[C:14]([S:32]([CH3:35])(=[O:33])=[O:34])[CH:15]=[C:16]([F:31])[CH:17]=3)[CH3:11])=[CH:8][CH:9]=1, predict the reactants needed to synthesize it. The reactants are: [Li+].[OH-].[Cl:3][C:4]1[CH:9]=[CH:8][C:7]([C@@H:10]([N:12]2[C:24]3[C@@H:23]([CH2:25][C:26]([O:28]CC)=[O:27])[CH2:22][CH2:21][CH2:20][C:19]=3[C:18]3[C:13]2=[C:14]([S:32]([CH3:35])(=[O:34])=[O:33])[CH:15]=[C:16]([F:31])[CH:17]=3)[CH3:11])=[CH:6][CH:5]=1.CC(O)=O. (5) Given the product [Br:1][C:2]1[CH:7]=[CH:6][C:5]([N:8]([CH:9]2[CH2:10][CH2:11][N:12]([C:15]([O:17][C:18]([CH3:21])([CH3:20])[CH3:19])=[O:16])[CH2:13][CH2:14]2)[CH2:23][C:24]2[CH:29]=[CH:28][N:27]=[C:26]([C:30]3[CH:35]=[C:34]([O:36][CH3:37])[C:33]([O:38][CH3:39])=[C:32]([O:40][CH3:41])[CH:31]=3)[CH:25]=2)=[CH:4][CH:3]=1, predict the reactants needed to synthesize it. The reactants are: [Br:1][C:2]1[CH:7]=[CH:6][C:5]([NH:8][CH:9]2[CH2:14][CH2:13][N:12]([C:15]([O:17][C:18]([CH3:21])([CH3:20])[CH3:19])=[O:16])[CH2:11][CH2:10]2)=[CH:4][CH:3]=1.Cl[CH2:23][C:24]1[CH:29]=[CH:28][N:27]=[C:26]([C:30]2[CH:35]=[C:34]([O:36][CH3:37])[C:33]([O:38][CH3:39])=[C:32]([O:40][CH3:41])[CH:31]=2)[CH:25]=1. (6) Given the product [Si:28]([O:27][C@@H:23]1[C@@H:24]([CH3:26])[CH2:25][N:20]([C:19]2[CH:18]=[CH:17][N:16]=[CH:15][C:14]=2[NH:13][C:11]([C:8]2[N:7]=[C:6]3[C:2]([CH:43]4[CH2:45][CH2:44]4)=[CH:3][O:4][C:5]3=[CH:10][CH:9]=2)=[O:12])[CH2:21][C@H:22]1[NH:35][C:36](=[O:42])[O:37][C:38]([CH3:39])([CH3:40])[CH3:41])([C:31]([CH3:33])([CH3:32])[CH3:34])([CH3:29])[CH3:30], predict the reactants needed to synthesize it. The reactants are: Br[C:2]1[C:6]2=[N:7][C:8]([C:11]([NH:13][C:14]3[CH:15]=[N:16][CH:17]=[CH:18][C:19]=3[N:20]3[CH2:25][C@H:24]([CH3:26])[C@@H:23]([O:27][Si:28]([C:31]([CH3:34])([CH3:33])[CH3:32])([CH3:30])[CH3:29])[C@H:22]([NH:35][C:36](=[O:42])[O:37][C:38]([CH3:41])([CH3:40])[CH3:39])[CH2:21]3)=[O:12])=[CH:9][CH:10]=[C:5]2[O:4][CH:3]=1.[CH:43]1([B-](F)(F)F)[CH2:45][CH2:44]1.[K+].C([O-])([O-])=O.[Cs+].[Cs+].C12(P(C34CC5CC(CC(C5)C3)C4)CCCC)CC3CC(CC(C3)C1)C2.